From a dataset of Ames mutagenicity test results for genotoxicity prediction. Regression/Classification. Given a drug SMILES string, predict its toxicity properties. Task type varies by dataset: regression for continuous values (e.g., LD50, hERG inhibition percentage) or binary classification for toxic/non-toxic outcomes (e.g., AMES mutagenicity, cardiotoxicity, hepatotoxicity). Dataset: ames. The compound is CN(C)CCCN. The result is 0 (non-mutagenic).